Dataset: Forward reaction prediction with 1.9M reactions from USPTO patents (1976-2016). Task: Predict the product of the given reaction. (1) Given the reactants [CH3:1][O:2][CH2:3][CH:4]([N:8]1[C:17]2[C:12](=[CH:13][C:14]([C:18]3[CH:19]=[N:20][C:21]([NH:33][C:34]([NH:36][CH2:37][CH3:38])=[O:35])=[CH:22][C:23]=3[C:24]3[S:25][CH:26]=[C:27]([C:29]([F:32])([F:31])[F:30])[N:28]=3)=[CH:15][CH:16]=2)[C:11](=[O:39])[C:10]([C:40]([OH:42])=O)=[CH:9]1)[CH2:5][O:6][CH3:7].F[P-](F)(F)(F)(F)F.[N:50]1(OC(N(C)C)=[N+](C)C)[C:54]2N=CC=CC=2N=N1.C(N(C(C)C)CC)(C)C.CN.C1COCC1, predict the reaction product. The product is: [CH3:1][O:2][CH2:3][CH:4]([N:8]1[C:17]2[C:12](=[CH:13][C:14]([C:18]3[CH:19]=[N:20][C:21]([NH:33][C:34]([NH:36][CH2:37][CH3:38])=[O:35])=[CH:22][C:23]=3[C:24]3[S:25][CH:26]=[C:27]([C:29]([F:32])([F:31])[F:30])[N:28]=3)=[CH:15][CH:16]=2)[C:11](=[O:39])[C:10]([C:40]([NH:50][CH3:54])=[O:42])=[CH:9]1)[CH2:5][O:6][CH3:7]. (2) The product is: [CH3:11][O:1][C:2]1[C:3]([F:10])=[C:4]([Br:9])[CH:5]=[CH:6][C:7]=1[F:8]. Given the reactants [OH:1][C:2]1[C:3]([F:10])=[C:4]([Br:9])[CH:5]=[CH:6][C:7]=1[F:8].[C:11](=O)([O-])[O-].[K+].[K+].CI, predict the reaction product.